This data is from Merck oncology drug combination screen with 23,052 pairs across 39 cell lines. The task is: Regression. Given two drug SMILES strings and cell line genomic features, predict the synergy score measuring deviation from expected non-interaction effect. (1) Drug 1: CN(C)C(=N)N=C(N)N. Drug 2: CC(C)CC(NC(=O)C(Cc1ccccc1)NC(=O)c1cnccn1)B(O)O. Cell line: COLO320DM. Synergy scores: synergy=-32.6. (2) Drug 1: NC(=O)c1cccc2cn(-c3ccc(C4CCCNC4)cc3)nc12. Drug 2: NC1CCCCC1N.O=C(O)C(=O)O.[Pt+2]. Cell line: MDAMB436. Synergy scores: synergy=-7.03. (3) Drug 1: CCC1=CC2CN(C1)Cc1c([nH]c3ccccc13)C(C(=O)OC)(c1cc3c(cc1OC)N(C)C1C(O)(C(=O)OC)C(OC(C)=O)C4(CC)C=CCN5CCC31C54)C2. Drug 2: Cc1nc(Nc2ncc(C(=O)Nc3c(C)cccc3Cl)s2)cc(N2CCN(CCO)CC2)n1. Cell line: OVCAR3. Synergy scores: synergy=20.8.